This data is from Reaction yield outcomes from USPTO patents with 853,638 reactions. The task is: Predict the reaction yield, written as a fraction of the theoretical maximum amount of product (1.0 means a 100% yield; for example, 0.34 means a 34% yield). (1) The reactants are [CH:1]1([N:5]2[CH2:10][CH2:9][N:8]([C:11]([C:13]3[CH:14]=[C:15]4[C:19](=[CH:20][CH:21]=3)[NH:18][C:17]([C:22]([N:24]3[CH2:29][CH2:28][S:27](=[O:31])(=[O:30])[CH2:26][CH2:25]3)=[O:23])=[CH:16]4)=[O:12])[CH2:7][CH2:6]2)[CH2:4][CH2:3][CH2:2]1.[F:32][C:33]([F:45])([F:44])[O:34][C:35]1[CH:36]=[C:37](B(O)O)[CH:38]=[CH:39][CH:40]=1.N1C=CC=CC=1. The catalyst is ClCCl.C([O-])(=O)C.[Cu+2].C([O-])(=O)C. The product is [CH:1]1([N:5]2[CH2:6][CH2:7][N:8]([C:11]([C:13]3[CH:14]=[C:15]4[C:19](=[CH:20][CH:21]=3)[N:18]([C:37]3[CH:38]=[CH:39][CH:40]=[C:35]([O:34][C:33]([F:32])([F:44])[F:45])[CH:36]=3)[C:17]([C:22]([N:24]3[CH2:29][CH2:28][S:27](=[O:30])(=[O:31])[CH2:26][CH2:25]3)=[O:23])=[CH:16]4)=[O:12])[CH2:9][CH2:10]2)[CH2:2][CH2:3][CH2:4]1. The yield is 0.610. (2) The reactants are [C:1]([C:5]1[N:14]([CH2:15][CH2:16][OH:17])[C:8]2=[CH:9][N:10]=[C:11](Cl)[CH:12]=[C:7]2[CH:6]=1)([CH3:4])([CH3:3])[CH3:2].[NH3:18]. The catalyst is CO. The product is [NH2:18][C:11]1[CH:12]=[C:7]2[CH:6]=[C:5]([C:1]([CH3:4])([CH3:3])[CH3:2])[N:14]([CH2:15][CH2:16][OH:17])[C:8]2=[CH:9][N:10]=1. The yield is 0.160.